This data is from Full USPTO retrosynthesis dataset with 1.9M reactions from patents (1976-2016). The task is: Predict the reactants needed to synthesize the given product. (1) Given the product [CH2:26]([O:25][C:22]1[CH:21]=[CH:20][C:19]([C:16]2[C:15]([C:33]#[N:34])=[C:14]3[N:13]=[CH:35][CH:11]=[C:10]([C:5]4[CH:6]=[CH:7][CH:8]=[CH:9][C:4]=4[N+:1]([O-:3])=[O:2])[N:18]3[N:17]=2)=[CH:24][CH:23]=1)[C:27]1[CH:32]=[CH:31][CH:30]=[CH:29][CH:28]=1, predict the reactants needed to synthesize it. The reactants are: [N+:1]([C:4]1[CH:9]=[CH:8][CH:7]=[CH:6][C:5]=1[C:10](=O)[CH3:11])([O-:3])=[O:2].[NH2:13][C:14]1[NH:18][N:17]=[C:16]([C:19]2[CH:24]=[CH:23][C:22]([O:25][CH2:26][C:27]3[CH:32]=[CH:31][CH:30]=[CH:29][CH:28]=3)=[CH:21][CH:20]=2)[C:15]=1[C:33]#[N:34].[C:35](C1C(C2C=CC(OC3C=CC=CC=3)=CC=2)=NN2C(C3C=C(NC(=O)C)C=CC=3)=CC=NC=12)#N. (2) The reactants are: [CH:1]([O:4][C:5]1[CH:9]=[C:8]([CH2:10][CH2:11][C:12]([O:14][CH2:15][CH3:16])=[O:13])[NH:7][N:6]=1)([CH3:3])[CH3:2].C(=O)([O-])[O-].[K+].[K+].Cl.Cl[CH2:25][C:26]1[CH:31]=[CH:30][CH:29]=[CH:28][N:27]=1.CN(C)C=O. Given the product [CH:1]([O:4][C:5]1[CH:9]=[C:8]([CH2:10][CH2:11][C:12]([O:14][CH2:15][CH3:16])=[O:13])[N:7]([CH2:25][C:26]2[CH:31]=[CH:30][CH:29]=[CH:28][N:27]=2)[N:6]=1)([CH3:3])[CH3:2], predict the reactants needed to synthesize it. (3) Given the product [CH:39]1([C@@H:37]([NH:36][C:35]([C:34]2[C:33]3[C:28](=[CH:29][CH:30]=[CH:31][CH:32]=3)[N:27]=[C:26]([C:46]3[CH:47]=[CH:48][CH:49]=[CH:50][CH:51]=3)[C:25]=2[CH2:24][N:21]2[CH2:22][CH2:23][CH:18]([NH2:17])[CH2:19][CH2:20]2)=[O:45])[CH3:38])[CH2:44][CH2:43][CH2:42][CH2:41][CH2:40]1, predict the reactants needed to synthesize it. The reactants are: C1C2C(COC(=O)[NH:17][CH:18]3[CH2:23][CH2:22][N:21]([CH2:24][C:25]4[C:26]([C:46]5[CH:51]=[CH:50][CH:49]=[CH:48][CH:47]=5)=[N:27][C:28]5[C:33]([C:34]=4[C:35](=[O:45])[NH:36][C@H:37]([CH:39]4[CH2:44][CH2:43][CH2:42][CH2:41][CH2:40]4)[CH3:38])=[CH:32][CH:31]=[CH:30][CH:29]=5)[CH2:20][CH2:19]3)C3C(=CC=CC=3)C=2C=CC=1.CN(C=O)C.N1CCCCC1.